Dataset: NCI-60 drug combinations with 297,098 pairs across 59 cell lines. Task: Regression. Given two drug SMILES strings and cell line genomic features, predict the synergy score measuring deviation from expected non-interaction effect. (1) Drug 1: CC1C(C(CC(O1)OC2CC(CC3=C2C(=C4C(=C3O)C(=O)C5=C(C4=O)C(=CC=C5)OC)O)(C(=O)CO)O)N)O.Cl. Drug 2: CC(C)CN1C=NC2=C1C3=CC=CC=C3N=C2N. Cell line: HOP-92. Synergy scores: CSS=10.6, Synergy_ZIP=-1.29, Synergy_Bliss=4.40, Synergy_Loewe=-4.43, Synergy_HSA=1.70. (2) Drug 1: CNC(=O)C1=NC=CC(=C1)OC2=CC=C(C=C2)NC(=O)NC3=CC(=C(C=C3)Cl)C(F)(F)F. Drug 2: N.N.Cl[Pt+2]Cl. Cell line: BT-549. Synergy scores: CSS=16.5, Synergy_ZIP=-6.09, Synergy_Bliss=-3.99, Synergy_Loewe=-27.5, Synergy_HSA=-9.47. (3) Drug 1: C1=CN(C=N1)CC(O)(P(=O)(O)O)P(=O)(O)O. Drug 2: C(=O)(N)NO. Cell line: NCI-H460. Synergy scores: CSS=-1.58, Synergy_ZIP=2.63, Synergy_Bliss=3.43, Synergy_Loewe=2.04, Synergy_HSA=-0.347. (4) Drug 1: COC1=CC(=CC(=C1O)OC)C2C3C(COC3=O)C(C4=CC5=C(C=C24)OCO5)OC6C(C(C7C(O6)COC(O7)C8=CC=CS8)O)O. Drug 2: C1=C(C(=O)NC(=O)N1)N(CCCl)CCCl. Cell line: MDA-MB-435. Synergy scores: CSS=7.55, Synergy_ZIP=-3.55, Synergy_Bliss=-1.40, Synergy_Loewe=-12.6, Synergy_HSA=-3.86. (5) Drug 1: CN1CCC(CC1)COC2=C(C=C3C(=C2)N=CN=C3NC4=C(C=C(C=C4)Br)F)OC. Drug 2: CCC(=C(C1=CC=CC=C1)C2=CC=C(C=C2)OCCN(C)C)C3=CC=CC=C3.C(C(=O)O)C(CC(=O)O)(C(=O)O)O. Cell line: MALME-3M. Synergy scores: CSS=2.55, Synergy_ZIP=0.363, Synergy_Bliss=4.44, Synergy_Loewe=0.617, Synergy_HSA=2.52. (6) Drug 1: CC(CN1CC(=O)NC(=O)C1)N2CC(=O)NC(=O)C2. Drug 2: C#CCC(CC1=CN=C2C(=N1)C(=NC(=N2)N)N)C3=CC=C(C=C3)C(=O)NC(CCC(=O)O)C(=O)O. Cell line: ACHN. Synergy scores: CSS=25.0, Synergy_ZIP=-8.33, Synergy_Bliss=-7.24, Synergy_Loewe=-7.09, Synergy_HSA=-7.06.